From a dataset of Reaction yield outcomes from USPTO patents with 853,638 reactions. Predict the reaction yield, written as a fraction of the theoretical maximum amount of product (1.0 means a 100% yield; for example, 0.34 means a 34% yield). (1) The reactants are [C:1]([N:9]1[CH2:22][CH2:21][C:20]2[C:19]3[C:18]([C:23]4[CH:28]=[CH:27][CH:26]=[CH:25][C:24]=4[OH:29])=[CH:17][CH:16]=[CH:15][C:14]=3[NH:13][C:12]=2[CH2:11][CH2:10]1)(=[O:8])[C:2]1[CH:7]=[CH:6][CH:5]=[CH:4][CH:3]=1.[C:47]1(P([C:43]2[CH:48]=[CH:47][CH:46]=[CH:45]C=2)[C:47]2[CH:48]=[CH:43]C=[CH:45][CH:46]=2)[CH:48]=[CH:43]C=[CH:45][CH:46]=1.C1(O)CCCC1.N(C(OC(C)(C)C)=O)=NC(OC(C)(C)C)=O. The catalyst is C1COCC1. The product is [C:1]([N:9]1[CH2:22][CH2:21][C:20]2[C:19]3[C:18]([C:23]4[CH:28]=[CH:27][CH:26]=[CH:25][C:24]=4[O:29][CH:45]4[CH2:46][CH2:47][CH2:48][CH2:43]4)=[CH:17][CH:16]=[CH:15][C:14]=3[NH:13][C:12]=2[CH2:11][CH2:10]1)(=[O:8])[C:2]1[CH:3]=[CH:4][CH:5]=[CH:6][CH:7]=1. The yield is 0.720. (2) The reactants are CC([O-])(C)C.[K+].[C:7]([CH2:9][C:10]([NH2:12])=[O:11])#[N:8].[CH3:13][C:14](=O)[CH:15]=[CH:16][CH2:17][CH3:18].O=O.Cl. The catalyst is CS(C)=O.O. The yield is 0.183. The product is [CH2:17]([C:16]1[CH:15]=[C:14]([CH3:13])[NH:12][C:10](=[O:11])[C:9]=1[C:7]#[N:8])[CH3:18]. (3) The reactants are [NH2:1][C:2]1[CH:3]=[C:4]([CH:8]=[CH:9][CH:10]=1)[C:5]([OH:7])=[O:6].S(Cl)([Cl:13])=O.[CH3:15]O. No catalyst specified. The product is [ClH:13].[NH2:1][C:2]1[CH:3]=[C:4]([CH:8]=[CH:9][CH:10]=1)[C:5]([O:7][CH3:15])=[O:6]. The yield is 0.980. (4) The reactants are [NH2:1][C:2]1[S:6][C:5]([C:7]([O:9][C:10]([CH3:13])([CH3:12])[CH3:11])=[O:8])=[C:4]([CH3:14])[C:3]=1[C:15]([N:17]1[CH2:22][CH2:21][CH:20]([N:23]2[CH2:35][CH2:34][CH2:33][C:25]3([C:29](=[O:30])[O:28][C:27]([CH3:32])([CH3:31])[CH2:26]3)[CH2:24]2)[CH2:19][CH2:18]1)=[O:16].ClC(Cl)(Cl)[C:38]([N:40]=C=O)=[O:39].C(OC(C)C)(C)C. No catalyst specified. The product is [NH2:40][C:38]([NH:1][C:2]1[S:6][C:5]([C:7]([O:9][C:10]([CH3:13])([CH3:12])[CH3:11])=[O:8])=[C:4]([CH3:14])[C:3]=1[C:15]([N:17]1[CH2:22][CH2:21][CH:20]([N:23]2[CH2:35][CH2:34][CH2:33][C:25]3([C:29](=[O:30])[O:28][C:27]([CH3:32])([CH3:31])[CH2:26]3)[CH2:24]2)[CH2:19][CH2:18]1)=[O:16])=[O:39]. The yield is 0.200. (5) The reactants are C[O:2][C:3]([C:5]1[C:6]2[N:7]([C:21]([CH3:24])=[N:22][N:23]=2)[N:8]=[C:9]([N:11]([CH3:20])[C@H:12]([C:14]2[CH:19]=[CH:18][CH:17]=[CH:16][CH:15]=2)[CH3:13])[CH:10]=1)=[O:4].[Li+].[OH-]. The catalyst is CO. The product is [CH3:24][C:21]1[N:7]2[N:8]=[C:9]([N:11]([CH3:20])[C@H:12]([C:14]3[CH:19]=[CH:18][CH:17]=[CH:16][CH:15]=3)[CH3:13])[CH:10]=[C:5]([C:3]([OH:4])=[O:2])[C:6]2=[N:23][N:22]=1. The yield is 0.850. (6) The reactants are [C:1]([C:5]1[CH:10]=[CH:9][C:8]([C:11]2[O:15][C:14]([NH:16][C:17]3[CH:18]=[CH:19][CH:20]=[C:21]4[C:26]=3[CH2:25][CH:24]([OH:27])[CH2:23][CH2:22]4)=[N:13][CH:12]=2)=[CH:7][CH:6]=1)([CH3:4])([CH3:3])[CH3:2].[C:28](OC(=O)C)(=[O:30])[CH3:29].C(N(CC)CC)C. The catalyst is O1CCCC1.C(OCC)(=O)C. The product is [C:1]([C:5]1[CH:10]=[CH:9][C:8]([C:11]2[O:15][C:14]([N:16]([C:17]3[C:26]4[CH2:25][CH:24]([OH:27])[CH2:23][CH2:22][C:21]=4[CH:20]=[CH:19][CH:18]=3)[C:28](=[O:30])[CH3:29])=[N:13][CH:12]=2)=[CH:7][CH:6]=1)([CH3:4])([CH3:2])[CH3:3]. The yield is 0.450. (7) The reactants are FC(F)(F)S(O[C:7]1[C:12]([CH:13]=[O:14])=[CH:11][C:10]([Cl:15])=[CH:9][C:8]=1[O:16][CH2:17][CH3:18])(=O)=O.CC([O-])=O.[K+].[B:26]1([B:26]2[O:30][C:29]([CH3:32])([CH3:31])[C:28]([CH3:34])([CH3:33])[O:27]2)[O:30][C:29]([CH3:32])([CH3:31])[C:28]([CH3:34])([CH3:33])[O:27]1. The catalyst is O1CCOCC1. The product is [Cl:15][C:10]1[CH:9]=[C:8]([O:16][CH2:17][CH3:18])[C:7]([B:26]2[O:30][C:29]([CH3:32])([CH3:31])[C:28]([CH3:34])([CH3:33])[O:27]2)=[C:12]([CH:11]=1)[CH:13]=[O:14]. The yield is 0.430. (8) The reactants are [F:1][CH:2]([F:41])[C:3]1[C:7]([C:8]2[CH:13]=[CH:12][C:11]([NH:14][C:15]3[C:19]4[CH2:20][N:21]([C:24](=[O:26])[CH3:25])[CH2:22][CH2:23][C:18]=4[N:17]([CH:27]4[CH2:31][CH2:30][O:29][CH2:28]4)[N:16]=3)=[C:10]([F:32])[CH:9]=2)=[CH:6][N:5](COCC[Si](C)(C)C)[N:4]=1.Cl.O1CCOCC1. The catalyst is O1CCOCC1. The product is [F:41][CH:2]([F:1])[C:3]1[C:7]([C:8]2[CH:13]=[CH:12][C:11]([NH:14][C:15]3[C:19]4[CH2:20][N:21]([C:24](=[O:26])[CH3:25])[CH2:22][CH2:23][C:18]=4[N:17]([CH:27]4[CH2:31][CH2:30][O:29][CH2:28]4)[N:16]=3)=[C:10]([F:32])[CH:9]=2)=[CH:6][NH:5][N:4]=1. The yield is 0.340. (9) The reactants are [CH:1]1([C:6]([OH:8])=O)[CH2:5][CH2:4][CH2:3][CH2:2]1.Cl.CN(C)CCCN=C=NCC.O.ON1C2C=CC=CC=2N=N1.[C:32]([O:36][C:37]([N:39]1[C@@H:44]([C@@H:45]([OH:57])[C@@H:46]([NH2:56])[CH2:47][C:48]2[CH:53]=[C:52]([F:54])[CH:51]=[C:50]([F:55])[CH:49]=2)[CH2:43][O:42][C@@H:41]([O:58][CH2:59][C:60]([CH3:63])([CH3:62])[CH3:61])[CH2:40]1)=[O:38])([CH3:35])([CH3:34])[CH3:33].C(N(CC)CC)C. The catalyst is ClCCl. The product is [C:32]([O:36][C:37]([N:39]1[C@@H:44]([C@@H:45]([OH:57])[C@@H:46]([NH:56][C:6]([CH:1]2[CH2:2][CH2:3][CH2:4][CH2:5]2)=[O:8])[CH2:47][C:48]2[CH:49]=[C:50]([F:55])[CH:51]=[C:52]([F:54])[CH:53]=2)[CH2:43][O:42][C@@H:41]([O:58][CH2:59][C:60]([CH3:63])([CH3:62])[CH3:61])[CH2:40]1)=[O:38])([CH3:33])([CH3:35])[CH3:34]. The yield is 0.980. (10) The reactants are [Br:1][C:2]1[C:3]([O:5][C:6](=[O:8])[CH:7]=1)=O.FC(F)(F)C([O-])=O.[O:16]=[C:17]1[NH:21][CH:20]2[CH:22]([CH2:25][CH2:26][CH2:27][CH2:28][C:29]([NH:31][CH2:32][CH2:33][O:34][CH2:35][CH2:36][O:37][CH2:38][CH2:39][NH3+:40])=[O:30])[S:23][CH2:24][CH:19]2[NH:18]1.C1(C)C=CC=CC=1.CO.C(Cl)Cl. The catalyst is CC(O)=O. The product is [Br:1][C:2]1[C:3](=[O:5])[N:40]([CH2:39][CH2:38][O:37][CH2:36][CH2:35][O:34][CH2:33][CH2:32][NH:31][C:29](=[O:30])[CH2:28][CH2:27][CH2:26][CH2:25][CH:22]2[CH:20]3[NH:21][C:17](=[O:16])[NH:18][CH:19]3[CH2:24][S:23]2)[C:6](=[O:8])[CH:7]=1. The yield is 0.520.